This data is from Forward reaction prediction with 1.9M reactions from USPTO patents (1976-2016). The task is: Predict the product of the given reaction. (1) Given the reactants [H-].[Na+].[C:3]1([C:9]([OH:12])([CH3:11])[CH3:10])[CH:8]=[CH:7][CH:6]=[CH:5][CH:4]=1.[Cl:13][C:14]([Cl:18])([Cl:17])[C:15]#[N:16].CO, predict the reaction product. The product is: [Cl:13][C:14]([Cl:18])([Cl:17])[C:15](=[NH:16])[O:12][C:9]([C:3]1[CH:8]=[CH:7][CH:6]=[CH:5][CH:4]=1)([CH3:11])[CH3:10]. (2) Given the reactants [CH2:1]([C:9]1[C:10]([C:22]([F:25])([F:24])[F:23])=[C:11]2[C:15]3=[C:16]([CH2:18][NH:19][CH2:20][CH2:21][N:14]3[CH:13]=[CH:12]2)[CH:17]=1)[CH2:2][C:3]1[CH:8]=[CH:7][CH:6]=[CH:5][CH:4]=1.[C:26]([O:29][CH2:30][C:31](Cl)=[O:32])(=[O:28])[CH3:27].C(N(C(C)C)CC)(C)C, predict the reaction product. The product is: [C:26]([O:29][CH2:30][C:31](=[O:32])[CH:20]1[NH:19][CH2:18][C:16]2=[C:15]3[C:11](=[C:10]([C:22]([F:25])([F:24])[F:23])[C:9]([CH2:1][CH2:2][C:3]4[CH:4]=[CH:5][CH:6]=[CH:7][CH:8]=4)=[CH:17]2)[CH:12]=[CH:13][N:14]3[CH2:21]1)(=[O:28])[CH3:27]. (3) The product is: [C:1]([O:5][C:6]([N:8]1[CH2:13][CH2:12][N:11]([C:14]2[CH:19]=[CH:18][C:17]([C:20]3[CH:25]=[CH:24][C:23]([C@:26]4([CH3:47])[C:36]#[C:35][CH2:34][S:33][CH2:32][C@@H:31]([C:37]([OH:39])=[O:38])[NH:30][C:29](=[O:41])[C@H:28]([CH2:42][C:43]([F:46])([CH3:45])[CH3:44])[NH:27]4)=[CH:22][CH:21]=3)=[CH:16][CH:15]=2)[CH2:10][CH2:9]1)=[O:7])([CH3:4])([CH3:3])[CH3:2]. Given the reactants [C:1]([O:5][C:6]([N:8]1[CH2:13][CH2:12][N:11]([C:14]2[CH:19]=[CH:18][C:17]([C:20]3[CH:25]=[CH:24][C:23]([C@:26]4([C:47](F)(F)F)[C:36]#[C:35][CH2:34][S:33][CH2:32][C@@H:31]([C:37]([O:39]C)=[O:38])[NH:30][C:29](=[O:41])[C@H:28]([CH2:42][C:43]([F:46])([CH3:45])[CH3:44])[NH:27]4)=[CH:22][CH:21]=3)=[CH:16][CH:15]=2)[CH2:10][CH2:9]1)=[O:7])([CH3:4])([CH3:3])[CH3:2].[Li+].[OH-].Cl, predict the reaction product. (4) Given the reactants [CH3:1][O:2][C:3]1[S:21][C:6]2[NH:7][C:8](=[O:20])[N:9]([CH2:12][CH2:13][C:14]3[CH:19]=[CH:18][CH:17]=[CH:16][CH:15]=3)[C:10](=[O:11])[C:5]=2[C:4]=1[CH3:22].Br[CH2:24][C:25]1[CH:30]=[CH:29][C:28]([C:31]2[CH:36]=[CH:35][CH:34]=[CH:33][C:32]=2[C:37]2[N:41]=[C:40](C(Cl)(Cl)Cl)[O:39][N:38]=2)=[CH:27][CH:26]=1.C(=O)([O-])[O-:47].[K+].[K+].CN(C)C=O, predict the reaction product. The product is: [CH3:1][O:2][C:3]1[S:21][C:6]2[N:7]([CH2:24][C:25]3[CH:30]=[CH:29][C:28]([C:31]4[CH:36]=[CH:35][CH:34]=[CH:33][C:32]=4[C:37]4[NH:41][C:40](=[O:47])[O:39][N:38]=4)=[CH:27][CH:26]=3)[C:8](=[O:20])[N:9]([CH2:12][CH2:13][C:14]3[CH:15]=[CH:16][CH:17]=[CH:18][CH:19]=3)[C:10](=[O:11])[C:5]=2[C:4]=1[CH3:22]. (5) Given the reactants [NH2:1][CH2:2][C:3]([C:5]1[CH:10]=[CH:9][C:8]([C:11]([F:14])([F:13])[F:12])=[CH:7][CH:6]=1)=[O:4].C[C:16]1[CH:17]=[CH:18][C:19]([S:22](O)(=[O:24])=[O:23])=[CH:20][CH:21]=1.C1(S(Cl)(=O)=O)C=CC=CC=1.C(N(CC)CC)C, predict the reaction product. The product is: [O:4]=[C:3]([C:5]1[CH:10]=[CH:9][C:8]([C:11]([F:12])([F:13])[F:14])=[CH:7][CH:6]=1)[CH2:2][NH:1][S:22]([C:19]1[CH:20]=[CH:21][CH:16]=[CH:17][CH:18]=1)(=[O:24])=[O:23]. (6) Given the reactants [Cl:1][C:2]1[CH:3]=[CH:4][C:5]2[O:10][CH:9]([C:11]3[CH:16]=[CH:15][CH:14]=[CH:13][CH:12]=3)[C:8](=O)[NH:7][C:6]=2[CH:18]=1.[H-].[Al+3].[Li+].[H-].[H-].[H-].[OH-].[Na+].S([O-])([O-])(=O)=O.[Mg+2], predict the reaction product. The product is: [Cl:1][C:2]1[CH:3]=[CH:4][C:5]2[O:10][CH:9]([C:11]3[CH:16]=[CH:15][CH:14]=[CH:13][CH:12]=3)[CH2:8][NH:7][C:6]=2[CH:18]=1. (7) Given the reactants [O-]CC.[Na+].[C:5]([CH2:7][C:8]([O:10][CH2:11][CH3:12])=[O:9])#[N:6].Br[CH:14](Br)[CH2:15][CH3:16], predict the reaction product. The product is: [C:5]([C:7]1([C:8]([O:10][CH2:11][CH3:12])=[O:9])[CH2:16][CH2:15][CH2:14]1)#[N:6].